Predict the reaction yield, written as a fraction of the theoretical maximum amount of product (1.0 means a 100% yield; for example, 0.34 means a 34% yield). From a dataset of Reaction yield outcomes from USPTO patents with 853,638 reactions. (1) The reactants are CN(C)[CH:3]=[O:4].P(Cl)(Cl)(Cl)=O.[Cl:11][C:12]1[CH:17]=[CH:16][N:15]2[N:18]=[C:19]([C:21]3[CH:26]=[CH:25][C:24]([O:27][CH3:28])=[CH:23][CH:22]=3)[CH:20]=[C:14]2[CH:13]=1.O. The catalyst is ClCCl. The product is [Cl:11][C:12]1[CH:17]=[CH:16][N:15]2[N:18]=[C:19]([C:21]3[CH:22]=[CH:23][C:24]([O:27][CH3:28])=[CH:25][CH:26]=3)[C:20]([CH:3]=[O:4])=[C:14]2[CH:13]=1. The yield is 0.810. (2) The reactants are O[C@H:2]([CH3:15])[C:3]([C:5]1[CH:14]=[CH:13][C:12]2[C:7](=[CH:8][CH:9]=[CH:10][CH:11]=2)[CH:6]=1)=[O:4].CN(C1C2C(N(C)C)=CC=CC=2C=CC=1)C.S(OS(C(F)(F)F)(=O)=O)(C(F)(F)F)(=O)=O.[NH2:47][C:48]([CH3:52])([CH3:51])[CH2:49][OH:50]. The catalyst is C(#N)C. The product is [CH:6]1[C:7]2[C:12](=[CH:11][CH:10]=[CH:9][CH:8]=2)[CH:13]=[CH:14][C:5]=1[C@:3]1([OH:4])[O:50][CH2:49][C:48]([CH3:52])([CH3:51])[NH:47][C@H:2]1[CH3:15]. The yield is 0.650. (3) The reactants are [CH2:1]([O:3][C:4]([C:6]1([C:9]2[N:19]=[C:12]3[C:13]([O:17][CH3:18])=[CH:14][CH:15]=[CH:16][N:11]3[N:10]=2)[CH2:8][CH2:7]1)=[O:5])[CH3:2].[Br:20]N1C(=O)CCC1=O. The catalyst is C(#N)C.CCOC(C)=O. The product is [CH2:1]([O:3][C:4]([C:6]1([C:9]2[N:19]=[C:12]3[C:13]([O:17][CH3:18])=[CH:14][CH:15]=[C:16]([Br:20])[N:11]3[N:10]=2)[CH2:8][CH2:7]1)=[O:5])[CH3:2]. The yield is 0.770. (4) The reactants are [OH-].[Na+].C[O:4][C:5](=[O:31])[CH2:6][CH2:7][C@H:8]([C@@H:10]1[C@:27]2([CH3:28])[C@H:13]([C@H:14]3[C@H:24]([CH2:25][C:26]2=[O:29])[C@:22]2([CH3:23])[C@@H:17]([CH2:18][C@@H:19]([NH2:30])[CH2:20][CH2:21]2)[CH2:16][CH2:15]3)[CH2:12][CH2:11]1)[CH3:9]. The catalyst is CO. The product is [NH2:30][C@H:19]1[CH2:20][CH2:21][C@@:22]2([CH3:23])[C@H:17]([CH2:16][CH2:15][C@@H:14]3[C@@H:24]2[CH2:25][C:26](=[O:29])[C@@:27]2([CH3:28])[C@H:13]3[CH2:12][CH2:11][C@@H:10]2[C@H:8]([CH3:9])[CH2:7][CH2:6][C:5]([OH:31])=[O:4])[CH2:18]1. The yield is 0.880. (5) The reactants are C[O:2][C:3]([C:5]1[CH:6]=[C:7]([Cl:24])[CH:8]=[C:9]2[C:14]=1[NH:13][CH:12]([C:15]1[CH:20]=[CH:19][CH:18]=[C:17](Br)[CH:16]=1)[CH2:11][C:10]2([CH3:23])[CH3:22])=[O:4].[NH:25]1[CH2:29][CH2:28][CH2:27][CH2:26]1.Cl.CN(C)CC(O)=O.C(=O)([O-])[O-].[K+].[K+]. The catalyst is CS(C)=O.[Cu]I.C(OCC)(=O)C. The product is [Cl:24][C:7]1[CH:8]=[C:9]2[C:14](=[C:5]([C:3]([OH:2])=[O:4])[CH:6]=1)[NH:13][CH:12]([C:15]1[CH:20]=[CH:19][CH:18]=[C:17]([N:25]3[CH2:29][CH2:28][CH2:27][CH2:26]3)[CH:16]=1)[CH2:11][C:10]2([CH3:22])[CH3:23]. The yield is 0.400. (6) The reactants are C(OC(=O)[NH:10][C:11]12[CH2:19][CH2:18][CH:15]([CH2:16][CH2:17]1)[CH2:14][N:13]1[C:20](=[O:45])[C:21]([O:37]CC3C=CC=CC=3)=[C:22]([C:24]3[O:25][C:26]([CH2:29][C:30]4[CH:35]=[CH:34][C:33]([F:36])=[CH:32][CH:31]=4)=[N:27][N:28]=3)[N:23]=[C:12]21)C1C=CC=CC=1.Br.C(O)(=O)C. The catalyst is C(Cl)Cl. The product is [NH2:10][C:11]12[CH2:19][CH2:18][CH:15]([CH2:16][CH2:17]1)[CH2:14][N:13]1[C:20](=[O:45])[C:21]([OH:37])=[C:22]([C:24]3[O:25][C:26]([CH2:29][C:30]4[CH:35]=[CH:34][C:33]([F:36])=[CH:32][CH:31]=4)=[N:27][N:28]=3)[N:23]=[C:12]21. The yield is 0.780. (7) The reactants are [F:1][C:2]1[CH:3]=[C:4]([CH:9]2[N:14]([C:15]([O:17]C3C=CC([N+]([O-])=O)=CC=3)=O)[C:13]([O:27][CH3:28])=[N:12][C:11]([CH2:29][CH3:30])=[C:10]2[C:31]([O:33][CH2:34][C:35]2[CH:40]=[CH:39][CH:38]=[CH:37][CH:36]=2)=[O:32])[CH:5]=[CH:6][C:7]=1[F:8]. The catalyst is C1COCC1. The product is [F:1][C:2]1[CH:3]=[C:4]([CH:9]2[N:14]([C:15]([NH:14][C@@H:9]([C:4]3[CH:5]=[CH:6][CH:7]=[CH:2][CH:3]=3)[CH3:10])=[O:17])[C:13]([O:27][CH3:28])=[N:12][C:11]([CH2:29][CH3:30])=[C:10]2[C:31]([O:33][CH2:34][C:35]2[CH:36]=[CH:37][CH:38]=[CH:39][CH:40]=2)=[O:32])[CH:5]=[CH:6][C:7]=1[F:8]. The yield is 0.600.